This data is from Peptide-MHC class I binding affinity with 185,985 pairs from IEDB/IMGT. The task is: Regression. Given a peptide amino acid sequence and an MHC pseudo amino acid sequence, predict their binding affinity value. This is MHC class I binding data. The peptide sequence is STGKSIKFK. The MHC is HLA-A02:03 with pseudo-sequence HLA-A02:03. The binding affinity (normalized) is 0.0847.